From a dataset of Peptide-MHC class II binding affinity with 134,281 pairs from IEDB. Regression. Given a peptide amino acid sequence and an MHC pseudo amino acid sequence, predict their binding affinity value. This is MHC class II binding data. (1) The peptide sequence is TSAVGAPTGATTAAA. The MHC is HLA-DQA10201-DQB10202 with pseudo-sequence HLA-DQA10201-DQB10202. The binding affinity (normalized) is 0.361. (2) The peptide sequence is DTFRKDFRVYSNFLR. The MHC is DRB1_0901 with pseudo-sequence DRB1_0901. The binding affinity (normalized) is 0.298. (3) The peptide sequence is EEIRRIWRQANNGDD. The MHC is DRB3_0101 with pseudo-sequence DRB3_0101. The binding affinity (normalized) is 0.122.